Dataset: Forward reaction prediction with 1.9M reactions from USPTO patents (1976-2016). Task: Predict the product of the given reaction. Given the reactants [H-].[Al+3].[Li+].[H-].[H-].[H-].[NH2:7][CH2:8][C:9]1([NH2:22])[CH2:14][CH2:13][N:12]([CH2:15][C:16]2[CH:21]=[CH:20][CH:19]=[CH:18][CH:17]=2)[CH2:11][CH2:10]1.[OH-].[Na+].[O-]S([O-])(=O)=O.[Mg+2], predict the reaction product. The product is: [NH2:22][C:9]1([C:8]#[N:7])[CH2:14][CH2:13][N:12]([CH2:15][C:16]2[CH:21]=[CH:20][CH:19]=[CH:18][CH:17]=2)[CH2:11][CH2:10]1.